From a dataset of Reaction yield outcomes from USPTO patents with 853,638 reactions. Predict the reaction yield, written as a fraction of the theoretical maximum amount of product (1.0 means a 100% yield; for example, 0.34 means a 34% yield). (1) The reactants are [CH2:1]([Li])[CH2:2]CC.CCCCCC.C(NC(C)C)(C)C.[Cl:19][C:20]1[CH:21]=[CH:22][C:23]([C:26]([OH:28])=[O:27])=[N:24][CH:25]=1.BrCC. The catalyst is O1CCCC1.O. The product is [Cl:19][C:20]1[CH:21]=[C:22]([CH2:1][CH3:2])[C:23]([C:26]([OH:28])=[O:27])=[N:24][CH:25]=1. The yield is 0.100. (2) The reactants are [CH3:1][O:2][C:3](=[O:31])[NH:4][CH:5]([C:9]([N:11]1[CH2:15][CH:14]([CH2:16][O:17][CH3:18])[CH2:13][CH:12]1[C:19]1[NH:20][C:21]([C:24]2[CH:29]=[CH:28][C:27](Br)=[CH:26][CH:25]=2)=[CH:22][N:23]=1)=[O:10])[CH:6]([CH3:8])[CH3:7].[B:32]1([B:32]2[O:36][C:35]([CH3:38])([CH3:37])[C:34]([CH3:40])([CH3:39])[O:33]2)[O:36][C:35]([CH3:38])([CH3:37])[C:34]([CH3:40])([CH3:39])[O:33]1.CC([O-])=O.[K+]. The catalyst is O1CCOCC1.C1C=CC(P(C2C=CC=CC=2)[C-]2C=CC=C2)=CC=1.C1C=CC(P(C2C=CC=CC=2)[C-]2C=CC=C2)=CC=1.Cl[Pd]Cl.[Fe+2]. The product is [CH3:1][O:2][C:3](=[O:31])[NH:4][CH:5]([C:9]([N:11]1[CH2:15][CH:14]([CH2:16][O:17][CH3:18])[CH2:13][CH:12]1[C:19]1[NH:20][C:21]([C:24]2[CH:29]=[CH:28][C:27]([B:32]3[O:36][C:35]([CH3:38])([CH3:37])[C:34]([CH3:40])([CH3:39])[O:33]3)=[CH:26][CH:25]=2)=[CH:22][N:23]=1)=[O:10])[CH:6]([CH3:8])[CH3:7]. The yield is 0.780. (3) The reactants are Br[C:2]1[CH:3]=[CH:4][C:5]2[N:6]([C:8]([CH2:11][O:12][C:13]3[C:22]4[C:17](=[CH:18][C:19]([O:23][CH3:24])=[CH:20][CH:21]=4)[N:16]=[CH:15][CH:14]=3)=[N:9][N:10]=2)[CH:7]=1.[CH3:25][N:26](C=O)C. The catalyst is [C-]#N.[Zn+2].[C-]#N.C1(P(C2C=CC=CC=2)[C-]2C=CC=C2)C=CC=CC=1.[C-]1(P(C2C=CC=CC=2)C2C=CC=CC=2)C=CC=C1.[Fe+2].C1C=CC(/C=C/C(/C=C/C2C=CC=CC=2)=O)=CC=1.C1C=CC(/C=C/C(/C=C/C2C=CC=CC=2)=O)=CC=1.C1C=CC(/C=C/C(/C=C/C2C=CC=CC=2)=O)=CC=1.[Pd].[Pd]. The product is [CH3:24][O:23][C:19]1[CH:18]=[C:17]2[C:22]([C:13]([O:12][CH2:11][C:8]3[N:6]4[CH:7]=[C:2]([C:25]#[N:26])[CH:3]=[CH:4][C:5]4=[N:10][N:9]=3)=[CH:14][CH:15]=[N:16]2)=[CH:21][CH:20]=1. The yield is 0.530. (4) The yield is 0.940. The reactants are [NH2:1][C:2]1[CH:7]=[C:6]([O:8][CH3:9])[C:5]([O:10][CH3:11])=[CH:4][C:3]=1[NH:12][C:13]([C:15]1[C:19]([N+:20]([O-:22])=[O:21])=[CH:18][NH:17][N:16]=1)=O. The product is [CH3:11][O:10][C:5]1[C:6]([O:8][CH3:9])=[CH:7][C:2]2[NH:1][C:13]([C:15]3[C:19]([N+:20]([O-:22])=[O:21])=[CH:18][NH:17][N:16]=3)=[N:12][C:3]=2[CH:4]=1. The catalyst is C(O)(=O)C. (5) The reactants are [Cl:1][CH2:2][C:3]([C:5]1[S:6][CH:7]=[CH:8][CH:9]=1)=[O:4].[S:10]1[CH:14]=[C:13]([C@@H:15]([NH:27][C:28]2[CH:33]=[CH:32][CH:31]=[CH:30][CH:29]=2)[C:16]([O:18][C@@H:19]2[CH:24]3[CH2:25][CH2:26][N:21]([CH2:22][CH2:23]3)[CH2:20]2)=[O:17])[C:12]2[CH:34]=[CH:35][CH:36]=[CH:37][C:11]1=2.C(OCC)C. The catalyst is CCOC(C)=O. The product is [Cl-:1].[S:10]1[CH:14]=[C:13]([C@@H:15]([NH:27][C:28]2[CH:33]=[CH:32][CH:31]=[CH:30][CH:29]=2)[C:16]([O:18][C@@H:19]2[CH:24]3[CH2:25][CH2:26][N+:21]([CH2:2][C:3](=[O:4])[C:5]4[S:6][CH:7]=[CH:8][CH:9]=4)([CH2:22][CH2:23]3)[CH2:20]2)=[O:17])[C:12]2[CH:34]=[CH:35][CH:36]=[CH:37][C:11]1=2. The yield is 0.900. (6) The catalyst is C(Cl)Cl.O. The product is [Br:11][C:12]1[CH:13]=[C:14]([C:31]([O:33][CH2:34][CH3:35])=[O:32])[C:15](=[O:30])[N:16]([C:20]2[CH:25]=[CH:24][CH:23]=[C:22]([C:26]([F:29])([F:28])[F:27])[CH:21]=2)[C:17]=1[CH:18]=[O:19]. The reactants are CS(C)=O.C(Cl)(=O)C(Cl)=O.[Br:11][C:12]1[CH:13]=[C:14]([C:31]([O:33][CH2:34][CH3:35])=[O:32])[C:15](=[O:30])[N:16]([C:20]2[CH:25]=[CH:24][CH:23]=[C:22]([C:26]([F:29])([F:28])[F:27])[CH:21]=2)[C:17]=1[CH2:18][OH:19].C(N(CC)CC)C. The yield is 0.520. (7) The reactants are CS(O[CH2:6][C@@H:7]([NH:14][C:15]([O:17][C:18]([CH3:21])([CH3:20])[CH3:19])=[O:16])[C:8]1[CH:13]=[CH:12][CH:11]=[CH:10][CH:9]=1)(=O)=O.[N-:22]=[N+:23]=[N-:24].[Na+]. The catalyst is CN(C=O)C.O. The product is [N:22]([CH2:6][C@@H:7]([NH:14][C:15](=[O:16])[O:17][C:18]([CH3:21])([CH3:20])[CH3:19])[C:8]1[CH:13]=[CH:12][CH:11]=[CH:10][CH:9]=1)=[N+:23]=[N-:24]. The yield is 0.790.